Task: Predict the product of the given reaction.. Dataset: Forward reaction prediction with 1.9M reactions from USPTO patents (1976-2016) (1) Given the reactants [CH3:1][O:2][C:3](=[O:14])[C:4]1[CH:9]=[CH:8][CH:7]=[C:6]([CH2:10][N:11]=[N+:12]=[N-:13])[CH:5]=1.O=C1O[C@H]([C@H](CO)O)C([O-])=C1O.[Na+].C(N(C(C)C)C(C)C)C.[C:37]([C:39]1[CH:44]=[CH:43][CH:42]=[CH:41][CH:40]=1)#[CH:38], predict the reaction product. The product is: [CH3:1][O:2][C:3](=[O:14])[C:4]1[CH:9]=[CH:8][CH:7]=[C:6]([CH2:10][N:11]2[CH:38]=[C:37]([C:39]3[CH:44]=[CH:43][CH:42]=[CH:41][CH:40]=3)[N:13]=[N:12]2)[CH:5]=1. (2) Given the reactants [Cl:1][C:2]1[CH:7]=[CH:6][C:5]([C:8]([C:10]2([C:13]([F:16])([F:15])[F:14])C[O:11]2)=[O:9])=[C:4]([O:17][CH3:18])[C:3]=1[F:19].[C:20](=O)([O-])[O-].[Cs+].[Cs+].[CH3:26][OH:27], predict the reaction product. The product is: [Cl:1][C:2]1[CH:7]=[CH:6][C:5]([C:8](=[O:9])[C:10]([OH:11])([CH2:26][O:27][CH3:20])[C:13]([F:16])([F:15])[F:14])=[C:4]([O:17][CH3:18])[C:3]=1[F:19].